This data is from Catalyst prediction with 721,799 reactions and 888 catalyst types from USPTO. The task is: Predict which catalyst facilitates the given reaction. Reactant: Br[CH2:2][C:3]([O:5][CH3:6])=[O:4].C([O-])(=O)C.[Na+].[CH3:12][O:13][C:14]1[CH:34]=[C:33]([O:35][CH3:36])[CH:32]=[C:31]([O:37][CH3:38])[C:15]=1/[CH:16]=[CH:17]/[S:18]([CH2:21][C:22]1[CH:23]=[CH:24][C:25]([O:29][CH3:30])=[C:26]([NH2:28])[CH:27]=1)(=[O:20])=[O:19]. Product: [CH3:12][O:13][C:14]1[CH:34]=[C:33]([O:35][CH3:36])[CH:32]=[C:31]([O:37][CH3:38])[C:15]=1[CH:16]=[CH:17][S:18]([CH2:21][C:22]1[CH:23]=[CH:24][C:25]([O:29][CH3:30])=[C:26]([NH:28][CH2:2][C:3]([O:5][CH3:6])=[O:4])[CH:27]=1)(=[O:20])=[O:19]. The catalyst class is: 5.